Predict the reactants needed to synthesize the given product. From a dataset of Full USPTO retrosynthesis dataset with 1.9M reactions from patents (1976-2016). (1) Given the product [C:35]([O:34][C:33]([N:32]([CH2:31][C:29]1[CH:28]=[CH:27][C:26]2[O:21][CH2:22][CH2:23][O:24][C:25]=2[CH:30]=1)[CH:40]1[CH2:45][CH2:44][N:43]([CH2:14][CH2:13][N:10]2[C:11]3[CH:12]=[C:3]([O:2][CH3:1])[CH:4]=[C:5]([C:17]([O:19][CH3:20])=[O:18])[C:6]=3[CH:7]=[CH:8][C:9]2=[O:16])[CH2:42][CH2:41]1)=[O:39])([CH3:38])([CH3:36])[CH3:37], predict the reactants needed to synthesize it. The reactants are: [CH3:1][O:2][C:3]1[CH:4]=[C:5]([C:17]([O:19][CH3:20])=[O:18])[C:6]2[CH:7]=[CH:8][C:9](=[O:16])[N:10]([CH2:13][CH:14]=O)[C:11]=2[CH:12]=1.[O:21]1[C:26]2[CH:27]=[CH:28][C:29]([CH2:31][N:32]([CH:40]3[CH2:45][CH2:44][NH:43][CH2:42][CH2:41]3)[C:33](=[O:39])[O:34][C:35]([CH3:38])([CH3:37])[CH3:36])=[CH:30][C:25]=2[O:24][CH2:23][CH2:22]1.C(O[BH-](OC(=O)C)OC(=O)C)(=O)C.[Na+].C(=O)([O-])O.[Na+]. (2) The reactants are: C([N:8]1[CH2:13][CH2:12][C:11]([C:20]([N:22]2[CH2:26][CH:25]=[CH:24][CH2:23]2)=[O:21])([N:14]2[CH2:19][CH2:18][CH2:17][CH2:16][CH2:15]2)[CH2:10][CH2:9]1)C1C=CC=CC=1.[H][H]. Given the product [N:22]1([C:20]([C:11]2([N:14]3[CH2:15][CH2:16][CH2:17][CH2:18][CH2:19]3)[CH2:12][CH2:13][NH:8][CH2:9][CH2:10]2)=[O:21])[CH2:23][CH2:24][CH2:25][CH2:26]1, predict the reactants needed to synthesize it. (3) Given the product [CH3:32][N:8]1[C:9]2[C:5](=[CH:4][CH:3]=[C:2]([CH3:1])[CH:10]=2)[C:6]([CH2:17][C:18]2[N:23]=[C:22]([C:24]([O:26][CH3:27])=[O:25])[CH:21]=[CH:20][CH:19]=2)=[C:7]1[C:11]1[CH:12]=[CH:13][CH:14]=[CH:15][CH:16]=1, predict the reactants needed to synthesize it. The reactants are: [CH3:1][C:2]1[CH:10]=[C:9]2[C:5]([C:6]([CH2:17][C:18]3[N:23]=[C:22]([C:24]([O:26][CH3:27])=[O:25])[CH:21]=[CH:20][CH:19]=3)=[C:7]([C:11]3[CH:16]=[CH:15][CH:14]=[CH:13][CH:12]=3)[NH:8]2)=[CH:4][CH:3]=1.[H-].[Na+].CI.[C:32](OCC)(=O)C. (4) Given the product [F:9][C:8]([F:11])([F:10])[C:5]1[CH:17]=[C:3]2[C:2](=[CH:7][CH:6]=1)[NH:15][N:14]=[C:12]2[NH2:13], predict the reactants needed to synthesize it. The reactants are: Cl[C:2]1[C:3]([C:12]#[N:13])=N[C:5]([C:8]([F:11])([F:10])[F:9])=[CH:6][CH:7]=1.[NH2:14][NH2:15].O.[CH2:17](O)C.